From a dataset of Reaction yield outcomes from USPTO patents with 853,638 reactions. Predict the reaction yield, written as a fraction of the theoretical maximum amount of product (1.0 means a 100% yield; for example, 0.34 means a 34% yield). (1) The reactants are ClC(Cl)(Cl)C[O:4][C:5](=[O:24])[NH:6][C:7]1[N:11]([C:12]2[CH:13]=[N:14][N:15]([CH2:17][CH2:18][OH:19])[CH:16]=2)[N:10]=[C:9]([C:20]([CH3:23])([CH3:22])[CH3:21])[CH:8]=1.[CH3:27][N:28]1[CH2:32][CH2:31][CH2:30][C@H:29]1[C:33]1[N:37]2[CH:38]=[C:39]([O:42][C@H:43]3[C:52]4[C:47](=[CH:48][CH:49]=[CH:50][CH:51]=4)[C@@H:46]([NH2:53])[CH2:45][CH2:44]3)[CH:40]=[CH:41][C:36]2=[N:35][N:34]=1.CCN(C(C)C)C(C)C. The catalyst is O1CCOCC1. The product is [CH:5]([OH:24])=[O:4].[C:20]([C:9]1[CH:8]=[C:7]([NH:6][C:5]([NH:53][C@@H:46]2[C:47]3[C:52](=[CH:51][CH:50]=[CH:49][CH:48]=3)[C@H:43]([O:42][C:39]3[CH:40]=[CH:41][C:36]4[N:37]([C:33]([C@@H:29]5[CH2:30][CH2:31][CH2:32][N:28]5[CH3:27])=[N:34][N:35]=4)[CH:38]=3)[CH2:44][CH2:45]2)=[O:24])[N:11]([C:12]2[CH:13]=[N:14][N:15]([CH2:17][CH2:18][OH:19])[CH:16]=2)[N:10]=1)([CH3:21])([CH3:22])[CH3:23]. The yield is 0.260. (2) The reactants are I([O-])(=O)(=O)=[O:2].[Na+].[Cl:7][C:8]1[N:13]=[C:12]([N:14]2[CH2:19][CH2:18][O:17][CH2:16][C@H:15]2[CH3:20])[CH:11]=[C:10]([CH2:21][S:22][CH3:23])[N:9]=1. The catalyst is O.CCOC(C)=O.CO.C(Cl)Cl. The product is [Cl:7][C:8]1[N:13]=[C:12]([N:14]2[CH2:19][CH2:18][O:17][CH2:16][C@H:15]2[CH3:20])[CH:11]=[C:10]([CH2:21][S:22]([CH3:23])=[O:2])[N:9]=1. The yield is 0.700. (3) The reactants are [O:1]([C:8]1[C:13]([CH3:14])=[CH:12][C:11]([N+:15]([O-])=O)=[C:10]([CH3:18])[CH:9]=1)[C:2]1[CH:7]=[CH:6][CH:5]=[CH:4][CH:3]=1.[Sn](Cl)(Cl)(Cl)Cl.C([O-])(O)=O.[Na+]. The catalyst is O1CCOCC1.Cl. The product is [O:1]([C:8]1[CH:9]=[C:10]([CH3:18])[C:11](=[CH:12][C:13]=1[CH3:14])[NH2:15])[C:2]1[CH:3]=[CH:4][CH:5]=[CH:6][CH:7]=1. The yield is 0.732. (4) The reactants are Cl[C:2]1[N:10]=[C:9]([CH3:11])[N:8]=[C:7]2[C:3]=1[N:4]=[CH:5][N:6]2[CH:12]1[CH2:17][CH2:16][CH2:15][CH2:14][O:13]1.[F:18][C:19]1[C:24](B(O)O)=[CH:23][CH:22]=[CH:21][N:20]=1.C([O-])(=O)C.[K+]. The catalyst is CCO.CC(P(C(C)(C)C)C1C=CC(N(C)C)=CC=1)(C)C.CC(P(C(C)(C)C)C1C=CC(N(C)C)=CC=1)(C)C.Cl[Pd]Cl. The product is [F:18][C:19]1[C:24]([C:2]2[N:10]=[C:9]([CH3:11])[N:8]=[C:7]3[C:3]=2[N:4]=[CH:5][N:6]3[CH:12]2[CH2:17][CH2:16][CH2:15][CH2:14][O:13]2)=[CH:23][CH:22]=[CH:21][N:20]=1. The yield is 0.787. (5) The reactants are [C:1]1([CH:7]([O:10][CH2:11][CH2:12][O:13][Si](C)(C)C)[C:8]#[N:9])[CH:6]=[CH:5][CH:4]=[CH:3][CH:2]=1.Cl. No catalyst specified. The product is [NH2:9][CH2:8][CH:7]([C:1]1[CH:6]=[CH:5][CH:4]=[CH:3][CH:2]=1)[O:10][CH2:11][CH2:12][OH:13]. The yield is 0.895. (6) The reactants are [CH2:1]([N:8]1[CH2:15][CH2:14][CH2:13][C@H:9]1[C:10]([OH:12])=O)[C:2]1[CH:7]=[CH:6][CH:5]=[CH:4][CH:3]=1.CN1C=CN=C1.CS([Cl:26])(=O)=O.[NH2:27][C:28]1[CH:41]=[CH:40][C:39]([Cl:42])=[CH:38][C:29]=1[C:30]([C:32]1[CH:37]=[CH:36][CH:35]=[CH:34][CH:33]=1)=[O:31].[Cl-].[NH4+].Cl. The catalyst is ClCCl.CC(C)=O. The product is [ClH:26].[CH2:1]([N:8]1[CH2:15][CH2:14][CH2:13][C@H:9]1[C:10]([NH:27][C:28]1[CH:41]=[CH:40][C:39]([Cl:42])=[CH:38][C:29]=1[C:30]([C:32]1[CH:33]=[CH:34][CH:35]=[CH:36][CH:37]=1)=[O:31])=[O:12])[C:2]1[CH:3]=[CH:4][CH:5]=[CH:6][CH:7]=1. The yield is 0.600. (7) The reactants are [CH3:1]N(C=O)C.C(Cl)(=O)C(Cl)=O.[CH2:12]([O:19][C:20]1[CH:29]=[C:28]2[C:23](C(=O)N[CH:26]=[N:27]2)=[CH:22][C:21]=1[O:31][CH3:32])[C:13]1[CH:18]=[CH:17][CH:16]=[CH:15][CH:14]=1.O.[CH:34]([Cl:37])(Cl)Cl. The catalyst is C(Cl)Cl. The product is [CH2:12]([O:19][C:20]1[CH:29]=[C:28]2[C:23]([C:34]([Cl:37])=[CH:1][CH:26]=[N:27]2)=[CH:22][C:21]=1[O:31][CH3:32])[C:13]1[CH:18]=[CH:17][CH:16]=[CH:15][CH:14]=1. The yield is 0.480. (8) The reactants are CO[C:3](=[O:14])[C@@H:4]([CH3:13])[NH:5][C:6]([O:8][C:9]([CH3:12])([CH3:11])[CH3:10])=[O:7].C([Mg]Br)C=C.[CH2:20]1[CH2:24]O[CH2:22][CH2:21]1. The catalyst is C(Cl)Cl.Cl[Ru](=C1N(C2C(C)=CC(C)=CC=2C)CCN1C1C(C)=CC(C)=CC=1C)(Cl)(=CC1C=CC=CC=1)[P](C1CCCCC1)(C1CCCCC1)C1CCCCC1. The product is [C:9]([O:8][C:6](=[O:7])[NH:5][C@@H:4]([C:3]1([OH:14])[CH2:22][CH:21]=[CH:20][CH2:24]1)[CH3:13])([CH3:10])([CH3:11])[CH3:12]. The yield is 0.640. (9) The yield is 0.950. The reactants are [F:1][C:2]1[CH:7]=[CH:6][CH:5]=[C:4]([F:8])[C:3]=1[N:9]1[C:14]2[N:15]=[C:16]([S:34][CH3:35])[N:17]=[C:18]([C:19]3[CH:20]=[C:21]([CH:30]=[CH:31][C:32]=3[CH3:33])[C:22]([NH:24][C:25]3[S:26][CH:27]=[CH:28][N:29]=3)=[O:23])[C:13]=2[CH2:12][NH:11][C:10]1=[O:36].C1C=C(Cl)C=C(C(OO)=[O:45])C=1. The product is [F:8][C:4]1[CH:5]=[CH:6][CH:7]=[C:2]([F:1])[C:3]=1[N:9]1[C:14]2[N:15]=[C:16]([S:34]([CH3:35])=[O:45])[N:17]=[C:18]([C:19]3[CH:20]=[C:21]([CH:30]=[CH:31][C:32]=3[CH3:33])[C:22]([NH:24][C:25]3[S:26][CH:27]=[CH:28][N:29]=3)=[O:23])[C:13]=2[CH2:12][NH:11][C:10]1=[O:36]. The catalyst is ClCCl.